From a dataset of Reaction yield outcomes from USPTO patents with 853,638 reactions. Predict the reaction yield, written as a fraction of the theoretical maximum amount of product (1.0 means a 100% yield; for example, 0.34 means a 34% yield). The reactants are [CH3:1][C:2]1([CH3:21])[C@@H:7]([C:8]([O:10][CH3:11])=[O:9])[CH2:6][C:5](B2OC(C)(C)C(C)(C)O2)=[CH:4][CH2:3]1.I[C:23]1[C:27]([CH2:28][N:29]([CH3:41])[CH2:30][CH2:31][N:32]([CH3:40])[C:33](=[O:39])[O:34][C:35]([CH3:38])([CH3:37])[CH3:36])=[CH:26][N:25]([CH:42]2[CH2:47][CH2:46][CH2:45][CH2:44][O:43]2)[N:24]=1.C([O-])([O-])=O.[K+].[K+].C(Cl)Cl. The catalyst is O1CCOCC1.O.C1C=CC(P(C2C=CC=CC=2)[C-]2C=CC=C2)=CC=1.C1C=CC(P(C2C=CC=CC=2)[C-]2C=CC=C2)=CC=1.Cl[Pd]Cl.[Fe+2]. The product is [C:35]([O:34][C:33]([N:32]([CH3:40])[CH2:31][CH2:30][N:29]([CH2:28][C:27]1[C:23]([C:5]2[CH2:6][C@H:7]([C:8]([O:10][CH3:11])=[O:9])[C:2]([CH3:1])([CH3:21])[CH2:3][CH:4]=2)=[N:24][N:25]([CH:42]2[CH2:47][CH2:46][CH2:45][CH2:44][O:43]2)[CH:26]=1)[CH3:41])=[O:39])([CH3:38])([CH3:37])[CH3:36]. The yield is 0.570.